This data is from Forward reaction prediction with 1.9M reactions from USPTO patents (1976-2016). The task is: Predict the product of the given reaction. (1) Given the reactants C[O:2][C:3]1[CH:10]=[N:9][CH:8]=[C:7]([O:11][CH3:12])[C:4]=1[CH:5]=[O:6].[Al+3].[Cl-].[Cl-].[Cl-], predict the reaction product. The product is: [OH:2][C:3]1[CH:10]=[N:9][CH:8]=[C:7]([O:11][CH3:12])[C:4]=1[CH:5]=[O:6]. (2) Given the reactants [Cl:1][CH2:2][C:3]1[NH:12][C:11](=O)[C:10]2[C:5](=[CH:6][CH:7]=[CH:8][CH:9]=2)[N:4]=1.O=P(Cl)(Cl)[Cl:16], predict the reaction product. The product is: [Cl:16][C:11]1[C:10]2[C:5](=[CH:6][CH:7]=[CH:8][CH:9]=2)[N:4]=[C:3]([CH2:2][Cl:1])[N:12]=1. (3) Given the reactants [Cl:1][C:2]1[CH:10]=[CH:9][CH:8]=[C:7]([Cl:11])[C:3]=1[CH:4]=[N:5][OH:6].ClN1C(=O)CCC1=O.[CH:20]1([C:24](=O)[CH2:25][C:26]([O:28][CH2:29][CH3:30])=[O:27])[CH2:23][CH2:22][CH2:21]1.[O-]CC.[Na+].C(O)C, predict the reaction product. The product is: [CH:20]1([C:24]2[O:6][N:5]=[C:4]([C:3]3[C:2]([Cl:1])=[CH:10][CH:9]=[CH:8][C:7]=3[Cl:11])[C:25]=2[C:26]([O:28][CH2:29][CH3:30])=[O:27])[CH2:21][CH2:22][CH2:23]1. (4) The product is: [CH3:32][N:33]([C@@H:34]([C:36]1[S:40][C:39]2[CH:41]=[CH:42][CH:43]=[CH:44][C:38]=2[C:37]=1[CH3:45])[CH3:35])[C:19](=[O:21])[CH:18]=[CH:17][C:12]1[CH:13]=[N:14][C:15]2[NH:16][C:7](=[O:6])[CH2:8][CH2:9][C:10]=2[CH:11]=1. Given the reactants C(Cl)CCl.Cl.[O:6]=[C:7]1[NH:16][C:15]2[N:14]=[CH:13][C:12]([CH:17]=[CH:18][C:19]([OH:21])=O)=[CH:11][C:10]=2[CH2:9][CH2:8]1.C1C=CC2N(O)N=NC=2C=1.[CH3:32][NH:33][C@@H:34]([C:36]1[S:40][C:39]2[CH:41]=[CH:42][CH:43]=[CH:44][C:38]=2[C:37]=1[CH3:45])[CH3:35].C(N(C(C)C)C(C)C)C, predict the reaction product. (5) Given the reactants [CH:1]([N:4]1[C:8]([C:9]2[CH:10]=[C:11]([NH2:17])[CH:12]=[CH:13][C:14]=2[O:15][CH3:16])=[CH:7][CH:6]=[N:5]1)([CH3:3])[CH3:2].[F:18][C:19]1[CH:24]=[CH:23][C:22]([N:25]=[C:26]=[O:27])=[CH:21][CH:20]=1, predict the reaction product. The product is: [F:18][C:19]1[CH:24]=[CH:23][C:22]([NH:25][C:26]([NH:17][C:11]2[CH:12]=[CH:13][C:14]([O:15][CH3:16])=[C:9]([C:8]3[N:4]([CH:1]([CH3:3])[CH3:2])[N:5]=[CH:6][CH:7]=3)[CH:10]=2)=[O:27])=[CH:21][CH:20]=1.